Dataset: Catalyst prediction with 721,799 reactions and 888 catalyst types from USPTO. Task: Predict which catalyst facilitates the given reaction. (1) Reactant: [Br:1][C:2]1[C:7]([CH3:8])=[CH:6][C:5](/[CH:9]=[CH:10]/[C:11]([O:13][CH2:14][CH3:15])=[O:12])=[CH:4][C:3]=1[CH3:16]. Product: [Br:1][C:2]1[C:7]([CH3:8])=[CH:6][C:5]([CH2:9][CH2:10][C:11]([O:13][CH2:14][CH3:15])=[O:12])=[CH:4][C:3]=1[CH3:16]. The catalyst class is: 123. (2) Reactant: [H-].[Na+].[N:3]1[N:4]=[CH:5][N:6]([NH:8][C:9]2[CH:16]=[CH:15][C:12]([C:13]#[N:14])=[CH:11][CH:10]=2)[CH:7]=1.Br[CH2:18][C:19]1[CH:20]=[CH:21][C:22]([Cl:34])=[C:23]([O:25][C:26](=[O:33])[C:27]2[CH:32]=[CH:31][CH:30]=[CH:29][CH:28]=2)[CH:24]=1.C(OCC)(=O)C. Product: [Cl:34][C:22]1[CH:21]=[CH:20][C:19]([CH2:18][N:8]([C:9]2[CH:10]=[CH:11][C:12]([C:13]#[N:14])=[CH:15][CH:16]=2)[N:6]2[CH:5]=[N:4][N:3]=[CH:7]2)=[CH:24][C:23]=1[O:25][C:26](=[O:33])[C:27]1[CH:28]=[CH:29][CH:30]=[CH:31][CH:32]=1. The catalyst class is: 3. (3) Reactant: C([O:8][CH2:9][CH2:10][O:11][CH2:12][C:13]([NH:15][C@H:16]1[CH2:20][CH2:19][N:18]([C:21]([O:23][C:24]([CH3:27])([CH3:26])[CH3:25])=[O:22])[CH2:17]1)=[O:14])C1C=CC=CC=1. Product: [OH:8][CH2:9][CH2:10][O:11][CH2:12][C:13]([NH:15][C@H:16]1[CH2:20][CH2:19][N:18]([C:21]([O:23][C:24]([CH3:27])([CH3:26])[CH3:25])=[O:22])[CH2:17]1)=[O:14]. The catalyst class is: 29. (4) Reactant: C(NC(C)C)(C)C.C([Li])CCC.[CH2:13]1[C:17]2([CH2:22][CH2:21][CH2:20][CH2:19][C:18]2=[O:23])[CH2:16][CH2:15][CH2:14]1.[C:24](=O)([O:27]C)[O:25][CH3:26]. Product: [O:23]=[C:18]1[CH:19]([C:24]([O:25][CH3:26])=[O:27])[CH2:20][CH2:21][CH2:22][C:17]21[CH2:13][CH2:14][CH2:15][CH2:16]2. The catalyst class is: 28. (5) Reactant: C(N(C(C)C)CC)(C)C.C(Cl)(Cl)Cl.[Br:14][C:15]1[N:20]=[C:19]([C:21]([O:23][CH3:24])=[O:22])[C:18]([OH:25])=[CH:17][CH:16]=1.Cl[CH2:27][O:28][CH3:29]. Product: [Br:14][C:15]1[N:20]=[C:19]([C:21]([O:23][CH3:24])=[O:22])[C:18]([O:25][CH2:27][O:28][CH3:29])=[CH:17][CH:16]=1. The catalyst class is: 6.